This data is from Reaction yield outcomes from USPTO patents with 853,638 reactions. The task is: Predict the reaction yield, written as a fraction of the theoretical maximum amount of product (1.0 means a 100% yield; for example, 0.34 means a 34% yield). The reactants are C(N(CC)CC)C.C1(C)C=CC(S(O)(=O)=O)=CC=1.[CH2:19]([O:26][C:27]([C@@H:29]1[CH2:37][C@H:36]2[C@H:31]([CH2:32][CH2:33][CH2:34][CH2:35]2)[NH:30]1)=[O:28])[C:20]1[CH:25]=[CH:24][CH:23]=[CH:22][CH:21]=1.ON1C2C=CC=CC=2N=N1.[C:48]([C@@H:53]([NH:57][C@H:58]([C:60](O)=[O:61])[CH3:59])[CH2:54][CH2:55][CH3:56])([O:50][CH2:51][CH3:52])=[O:49].C1(N=C=NC2CCCCC2)CCCCC1.C1(NC(=O)NC2CCCCC2)CCCCC1. The catalyst is C(OCC)(=O)C. The product is [CH3:56][CH2:55][CH2:54][C@H:53]([NH:57][C@H:58]([C:60]([N:30]1[C@@H:29]([C:27]([O:26][CH2:19][C:20]2[CH:21]=[CH:22][CH:23]=[CH:24][CH:25]=2)=[O:28])[CH2:37][C@H:36]2[C@@H:31]1[CH2:32][CH2:33][CH2:34][CH2:35]2)=[O:61])[CH3:59])[C:48]([O:50][CH2:51][CH3:52])=[O:49]. The yield is 0.940.